This data is from Reaction yield outcomes from USPTO patents with 853,638 reactions. The task is: Predict the reaction yield, written as a fraction of the theoretical maximum amount of product (1.0 means a 100% yield; for example, 0.34 means a 34% yield). (1) The reactants are [Br:1][C:2]1[CH:6]=[N:5][N:4]([CH3:7])[C:3]=1[C:8]1[CH:9]=[C:10]([NH2:16])[CH:11]=[CH:12][C:13]=1[O:14][CH3:15].[Cl:17][C:18]1[CH:19]=[C:20]([N:24]=[C:25]=[O:26])[CH:21]=[CH:22][CH:23]=1. The catalyst is C(Cl)Cl. The product is [Br:1][C:2]1[CH:6]=[N:5][N:4]([CH3:7])[C:3]=1[C:8]1[CH:9]=[C:10]([NH:16][C:25]([NH:24][C:20]2[CH:21]=[CH:22][CH:23]=[C:18]([Cl:17])[CH:19]=2)=[O:26])[CH:11]=[CH:12][C:13]=1[O:14][CH3:15]. The yield is 0.920. (2) The reactants are C[O:2][C:3](=O)[C:4]1[CH:9]=[CH:8][C:7]([N:10]2[CH:14]=[C:13]([C:15]3[C:16]([C:24]4[CH:29]=[CH:28][CH:27]=[CH:26][CH:25]=4)=[N:17][O:18][C:19]=3[C:20]([F:23])([F:22])[F:21])[N:12]=[CH:11]2)=[CH:6][CH:5]=1.[NH:31]1[CH2:36][CH2:35][S:34][CH2:33][CH2:32]1. No catalyst specified. The product is [C:24]1([C:16]2[C:15]([C:13]3[N:12]=[CH:11][N:10]([C:7]4[CH:6]=[CH:5][C:4]([C:3]([N:31]5[CH2:36][CH2:35][S:34][CH2:33][CH2:32]5)=[O:2])=[CH:9][CH:8]=4)[CH:14]=3)=[C:19]([C:20]([F:21])([F:23])[F:22])[O:18][N:17]=2)[CH:29]=[CH:28][CH:27]=[CH:26][CH:25]=1. The yield is 0.670. (3) The reactants are [NH2:1][CH2:2][C:3]1[CH:4]=[C:5]2[C:10](=[CH:11][C:12]=1[C:13]([F:16])([F:15])[F:14])[NH:9][C:8](=[O:17])[N:7]([NH:18][S:19]([CH3:22])(=[O:21])=[O:20])[C:6]2=[O:23].[CH:24](OCC)=[O:25]. The catalyst is C1COCC1. The product is [CH:24]([NH:1][CH2:2][C:3]1[CH:4]=[C:5]2[C:10](=[CH:11][C:12]=1[C:13]([F:15])([F:16])[F:14])[NH:9][C:8](=[O:17])[N:7]([NH:18][S:19]([CH3:22])(=[O:20])=[O:21])[C:6]2=[O:23])=[O:25]. The yield is 0.730. (4) The reactants are [N:1]1([C:7]2[CH:12]=[CH:11][CH:10]=[CH:9][C:8]=2[NH:13][C:14]([C:16]2[O:17][C:18](Br)=[CH:19][CH:20]=2)=[O:15])[CH2:6][CH2:5][CH2:4][CH2:3][CH2:2]1.[C:22]1(B(O)O)[CH:27]=[CH:26][CH:25]=[CH:24][CH:23]=1.C([O-])([O-])=O.[Na+].[Na+]. The catalyst is C1COCC1.O.C1(P(C2C=CC=CC=2)[C-]2C=CC=C2)C=CC=CC=1.[C-]1(P(C2C=CC=CC=2)C2C=CC=CC=2)C=CC=C1.[Fe+2].Cl[Pd]Cl. The yield is 0.750. The product is [N:1]1([C:7]2[CH:12]=[CH:11][CH:10]=[CH:9][C:8]=2[NH:13][C:14]([C:16]2[O:17][C:18]([C:22]3[CH:27]=[CH:26][CH:25]=[CH:24][CH:23]=3)=[CH:19][CH:20]=2)=[O:15])[CH2:6][CH2:5][CH2:4][CH2:3][CH2:2]1. (5) The reactants are Br[C:2]1[C:10]2[O:9][CH2:8][CH:7]([C:11]3[CH:16]=[CH:15][C:14]([CH:17]([CH3:19])[CH3:18])=[CH:13][CH:12]=3)[C:6]=2[C:5]([CH3:20])=[C:4]([NH:21][C:22](=[O:28])[CH2:23][C:24]([CH3:27])([CH3:26])[CH3:25])[C:3]=1[CH3:29].[CH3:30][O:31][C:32]1[CH:37]=[CH:36][C:35](B(O)O)=[CH:34][CH:33]=1. The catalyst is CCCCCC.C(OCC)(=O)C. The product is [CH:17]([C:14]1[CH:13]=[CH:12][C:11]([CH:7]2[C:6]3[C:5]([CH3:20])=[C:4]([NH:21][C:22](=[O:28])[CH2:23][C:24]([CH3:26])([CH3:27])[CH3:25])[C:3]([CH3:29])=[C:2]([C:35]4[CH:36]=[CH:37][C:32]([O:31][CH3:30])=[CH:33][CH:34]=4)[C:10]=3[O:9][CH2:8]2)=[CH:16][CH:15]=1)([CH3:19])[CH3:18]. The yield is 0.400. (6) The reactants are [F:1][C:2]1[CH:7]=[CH:6][C:5]([C:8]2[C:12]([CH2:13][O:14][C:15]3[CH:23]=[CH:22][C:18]([C:19]([OH:21])=O)=[CH:17][N:16]=3)=[C:11]([CH3:24])[O:10][N:9]=2)=[CH:4][CH:3]=1.[NH:25]1[CH2:30][CH2:29][S:28][CH2:27][CH2:26]1. No catalyst specified. The product is [F:1][C:2]1[CH:3]=[CH:4][C:5]([C:8]2[C:12]([CH2:13][O:14][C:15]3[N:16]=[CH:17][C:18]([C:19]([N:25]4[CH2:30][CH2:29][S:28][CH2:27][CH2:26]4)=[O:21])=[CH:22][CH:23]=3)=[C:11]([CH3:24])[O:10][N:9]=2)=[CH:6][CH:7]=1. The yield is 0.370.